From a dataset of Experimentally validated miRNA-target interactions with 360,000+ pairs, plus equal number of negative samples. Binary Classification. Given a miRNA mature sequence and a target amino acid sequence, predict their likelihood of interaction. (1) The miRNA is hsa-miR-3622b-5p with sequence AGGCAUGGGAGGUCAGGUGA. The protein sequence of the target gene is MEVVPAEVNSLLPDDIMDTAITLVDEDSIEAVIVSSPIPMETELEEIVNINSTGDSTATPISTEPITVYSNHTNQVAVNTTVSKADSNTTVKPAFPSGLQKLGAQTPVTISANQIILNKVSQTSDLKLGNQTLKPDGQKLILTTLGKSGSPIVLALPHSQLPQAQKVTAQAQPGDAKLPPQQIKVVTIGGRPEVKPVIGVSALTPGSQLINTTTQPSVLQTQQLKTVQIAKKPRTPTSGPVITKLIFAKPINSKAVTGQTTQASPPVVTGRVLSQSTPGTPSKTITISESGVIGSTLNST.... Result: 0 (no interaction). (2) The miRNA is hsa-miR-6867-3p with sequence CUCUCCCUCUUUACCCACUAG. The protein sequence of the target gene is MRPRAPACAAAALGLCSLLLLLAPGHACPAGCACTDPHTVDCRDRGLPSVPDPFPLDVRKLLVAGNRIQRIPEDFFIFYGDLVYLDFRNNSLRSLEEGTFSGSAKLVFLDLSYNNLTQLGAGAFRSAGRLVKLSLANNNLVGVHEDAFETLESLQVLELNDNNLRSLSVAALAALPALRSLRLDGNPWLCDCDFAHLFSWIQENASKLPKGLDEIQCSLPMESRRISLRELSEASFSECRFSLSLTDLCIIIFSGVAVSIAAIISSFFLATVVQCLQRCAPNKDAEDEDEDKDD. Result: 1 (interaction). (3) The miRNA is hsa-miR-100-3p with sequence CAAGCUUGUAUCUAUAGGUAUG. The protein sequence of the target gene is MEAVVFVFSLLDCCALIFLSVYFIITLSDLECDYINARSCCSKLNKWVIPELIGHTIVTVLLLMSLHWFIFLLNLPVATWNIYRYIMVPSGNMGVFDPTEIHNRGQLKSHMKEAMIKLGFHLLCFFMYLYSMILALIND. Result: 1 (interaction). (4) The miRNA is hsa-miR-582-5p with sequence UUACAGUUGUUCAACCAGUUACU. The protein sequence of the target gene is MLIEDVDALKSWLAKLLEPICDADPSALANYVVALVKKDKPEKELKAFCADQLDVFLQKETSGFVDKLFESLYTKNYLPLLEPVKPEPKPLVQEKEEIKEEVFQEPAEEERDGRKKKYPSPQKTRSESSERRTREKKREDGKWRDYDRYYERNELYREKYDWRRGRSKSRSKSRGLSRSRSRSRGRSKDRDPNRNVEHRERSKFKSERNDLESSYVPVSAPPPNSSEQYSSGAQSIPSTVTVIAPAHHSENTTESWSNYYNNHSSSNSFGRNLPPKRRCRDYDERGFCVLGDLCQFDHGN.... Result: 1 (interaction). (5) The miRNA is mmu-miR-221-3p with sequence AGCUACAUUGUCUGCUGGGUUUC. The protein sequence of the target gene is MDSLDHMLTDPLELGPCGDGHGTRIMEDCLLGGTRVSLPEDLLEDPEIFFDVVSLSTWQEVLSDSQREHLQQFLPQFPEDSAEQQNELILALFSGENFRFGNPLHIAQKLFRDGHFNPEVVKYRQLCFKSQYKRYLNSQQQYFHRLLKQILASRSDLLEMARRSGPALPFRQKRPSPSRTPEEREWRTQQRYLKVLREVKEECGDTALSSDEEDLSSWLPSSPARSPSPAVPLRVVPTLSTTDMKTADKVELGDSDLKIMLKKHHEKRKHQPDHPDLLTGDLTLNDIMTRVNAGRKGSLA.... Result: 0 (no interaction). (6) The miRNA is mmu-let-7d-5p with sequence AGAGGUAGUAGGUUGCAUAGUU. The protein sequence of the target gene is MKVKIKCWNGVATWLWVANDENCGICRMAFNGCCPDCKVPGDDCPLVWGQCSHCFHMHCILKWLNAQQVQQHCPMCRQEWKFKE. Result: 0 (no interaction). (7) The miRNA is dme-miR-283-5p with sequence AAAUAUCAGCUGGUAAUUCUGG. The protein sequence of the target gene is MALRPEDPSSGFRHGNVVAFIIEKMARHTKGPEFYFENISLSWEEVEDKLRAILEDSEVPSEVKEACTWGSLALGVRFAHRQGQLQNRRVQWLQGFAKLHRSAALVLASNLTELKEQQEMECNEATFQLQLTETSLAEVQRERDMLRWKLFHAELAPPQGQGQATVFPGLATAGGDWTEGAGEQEKEAVAAAGAAGGKGEERYAEAGPAPAEVLQGLGGGFRQPLGAIVAGKLHLCGAEGERSQVSTNSHVCLLWAWVHSLTGASSCPAPYLIHILIPMPFVRLLSHTQYTPFTSKGHRT.... Result: 0 (no interaction).